This data is from Full USPTO retrosynthesis dataset with 1.9M reactions from patents (1976-2016). The task is: Predict the reactants needed to synthesize the given product. (1) The reactants are: [C:1]1([C:17]2[CH:22]=[CH:21][CH:20]=[CH:19][CH:18]=2)[CH:6]=[CH:5][C:4]([CH:7]([NH:15][CH3:16])[CH2:8][N:9]2[CH2:14][CH2:13][O:12][CH2:11][CH2:10]2)=[CH:3][CH:2]=1.[Cl:23][C:24]1[C:25]([Cl:38])=[CH:26][C:27]2[O:32][CH2:31][CH2:30][N:29]([CH2:33][C:34]([OH:36])=O)[C:28]=2[CH:37]=1.CN([P+]([O:49]N1N=NC2C=CC=CC1=2)(N(C)C)N(C)C)C.F[P-](F)(F)(F)(F)F.C(N(CC)CC)C. Given the product [C:1]1([C:17]2[CH:22]=[CH:21][CH:20]=[CH:19][CH:18]=2)[CH:2]=[CH:3][C:4]([CH:7]([N:15]([CH3:16])[C:34](=[O:36])[CH2:33][N:29]2[C:28]3[CH:37]=[C:24]([Cl:23])[C:25]([Cl:38])=[CH:26][C:27]=3[O:32][CH2:31][C:30]2=[O:49])[CH2:8][N:9]2[CH2:10][CH2:11][O:12][CH2:13][CH2:14]2)=[CH:5][CH:6]=1, predict the reactants needed to synthesize it. (2) The reactants are: [C:1]([N:8]1[CH2:13][CH2:12][NH:11][CH2:10][CH2:9]1)([O:3][C:4]([CH3:7])([CH3:6])[CH3:5])=[O:2].[F:14][C:15]1[CH:22]=[CH:21][C:18]([CH2:19]Br)=[CH:17][CH:16]=1.C(N(CC)CC)C. Given the product [C:4]([O:3][C:1]([N:8]1[CH2:9][CH2:10][N:11]([CH2:19][C:18]2[CH:21]=[CH:22][C:15]([F:14])=[CH:16][CH:17]=2)[CH2:12][CH2:13]1)=[O:2])([CH3:7])([CH3:6])[CH3:5], predict the reactants needed to synthesize it. (3) Given the product [Cl:21][C:22]1[N:23]=[CH:24][C:25]([C:26]([NH:1][C:2]2[CH:7]=[C:6]([C:8]3[S:9][CH:10]=[CH:11][CH:12]=3)[CH:5]=[CH:4][C:3]=2[NH:13][C:14](=[O:20])[O:15][CH2:16][CH2:19][CH2:40][CH3:41])=[O:32])=[CH:28][CH:29]=1, predict the reactants needed to synthesize it. The reactants are: [NH2:1][C:2]1[CH:7]=[C:6]([C:8]2[S:9][CH:10]=[CH:11][CH:12]=2)[CH:5]=[CH:4][C:3]=1[NH:13][C:14](=[O:20])[O:15][C:16]([CH3:19])(C)C.[Cl:21][C:22]1[CH:29]=[CH:28][C:25]([CH2:26]Cl)=[CH:24][N:23]=1.CC[O:32]C(C)=O.N1[CH:41]=[CH:40]C=CC=1.